From a dataset of Reaction yield outcomes from USPTO patents with 853,638 reactions. Predict the reaction yield, written as a fraction of the theoretical maximum amount of product (1.0 means a 100% yield; for example, 0.34 means a 34% yield). (1) The reactants are [OH:1][C:2]1[CH:11]=[C:10]2[C:5]([C:6]([CH3:14])=[C:7]([C:12]#[N:13])[CH:8]=[N:9]2)=[CH:4][C:3]=1[O:15][CH3:16].[C:17]([O:21][C:22]([NH:24][C@H:25]([CH2:38][CH3:39])[CH2:26][O:27][C:28]1[CH:29]=[N:30][CH:31]=[C:32]([CH:37]=1)[C:33](OC)=O)=[O:23])([CH3:20])([CH3:19])[CH3:18].[Li+].C[Si]([N-:45][Si](C)(C)C)(C)C.CC(O)=O. The catalyst is C1COCC1. The product is [NH2:13][C:12]1[N:45]=[C:33]([C:32]2[CH:37]=[C:28]([O:27][CH2:26][C@H:25]([NH:24][C:22](=[O:23])[O:21][C:17]([CH3:20])([CH3:19])[CH3:18])[CH2:38][CH3:39])[CH:29]=[N:30][CH:31]=2)[CH:14]=[C:6]2[C:7]=1[CH:8]=[N:9][C:10]1[CH:11]=[C:2]([OH:1])[C:3]([O:15][CH3:16])=[CH:4][C:5]2=1. The yield is 0.840. (2) The reactants are [CH3:1][C:2]1[NH:7][C:6](=[O:8])[C:5]([C:9]#[N:10])=[C:4]([CH:11]([CH3:13])[CH3:12])[CH:3]=1.[ClH:14].N#N. The catalyst is CO.[OH-].[OH-].[Pd+2]. The product is [ClH:14].[NH2:10][CH2:9][C:5]1[C:6](=[O:8])[NH:7][C:2]([CH3:1])=[CH:3][C:4]=1[CH:11]([CH3:12])[CH3:13]. The yield is 1.00. (3) The reactants are [OH:1][C@@H:2]1[CH2:7][CH2:6][CH2:5][CH2:4][C@H:3]1[NH:8][C:9]1[S:10][C:11]2[CH:17]=[C:16]([CH2:18][C:19]3[N:23]4[CH:24]=[CH:25][C:26]([C:28](=[O:30])[CH3:29])=[CH:27][C:22]4=[N:21][CH:20]=3)[CH:15]=[CH:14][C:12]=2[N:13]=1.[BH4-].[Na+].Cl. The catalyst is CO. The product is [OH:30][CH:28]([C:26]1[CH:25]=[CH:24][N:23]2[C:19]([CH2:18][C:16]3[CH:15]=[CH:14][C:12]4[N:13]=[C:9]([NH:8][C@@H:3]5[CH2:4][CH2:5][CH2:6][CH2:7][C@H:2]5[OH:1])[S:10][C:11]=4[CH:17]=3)=[CH:20][N:21]=[C:22]2[CH:27]=1)[CH3:29]. The yield is 0.580. (4) The reactants are [CH2:1]([C:5]1[C:9]([CH2:10][N:11]2C(=O)C3C(=CC=CC=3)C2=O)=[C:8]([CH3:22])[O:7][N:6]=1)[CH2:2][CH2:3][CH3:4].O.NN. The catalyst is CO. The product is [CH2:1]([C:5]1[C:9]([CH2:10][NH2:11])=[C:8]([CH3:22])[O:7][N:6]=1)[CH2:2][CH2:3][CH3:4]. The yield is 0.810. (5) The reactants are C[C@H](N)C(N[C@@H:6]([C:22](N)=[O:23])[CH2:7][CH2:8][C:9](NC12CC3CC(CC(C3)C1)C2)=O)=O.C1(C)C(S(O)(=O)=O)=CC=CC=1.[OH:37][CH2:38][C:39]1[CH:40]=[C:41]([CH:44]=[CH:45][CH:46]=1)[C:42]#[N:43].O1C=CCCC1.C(=O)(O)[O-].[Na+]. The catalyst is ClCCl. The product is [O:23]1[CH2:22][CH2:6][CH2:7][CH2:8][CH:9]1[O:37][CH2:38][C:39]1[CH:40]=[C:41]([CH:44]=[CH:45][CH:46]=1)[C:42]#[N:43]. The yield is 0.610.